Dataset: Reaction yield outcomes from USPTO patents with 853,638 reactions. Task: Predict the reaction yield, written as a fraction of the theoretical maximum amount of product (1.0 means a 100% yield; for example, 0.34 means a 34% yield). (1) The reactants are [F:1][C:2]1[CH:7]=[C:6]([N+:8]([O-])=O)[CH:5]=[CH:4][C:3]=1[N:11]1[CH2:16][CH2:15][N:14]([CH3:17])[CH2:13][CH2:12]1. The catalyst is C(OCC)(=O)C.C(O)C.[Pd]. The product is [F:1][C:2]1[CH:7]=[C:6]([NH2:8])[CH:5]=[CH:4][C:3]=1[N:11]1[CH2:12][CH2:13][N:14]([CH3:17])[CH2:15][CH2:16]1. The yield is 0.930. (2) The reactants are [Li]CCCC.[CH3:6][N:7]1[C:11]([CH3:12])=[N:10][N:9]=[C:8]1[C:13]1[CH:18]=[CH:17][N:16]=[CH:15][CH:14]=1.Br[CH:20]([C:22]1[N:26]=[C:25]([C:27]2[CH:32]=[CH:31][CH:30]=[C:29]([Cl:33])[CH:28]=2)[O:24][N:23]=1)[CH3:21]. The catalyst is C1COCC1. The product is [Cl:33][C:29]1[CH:28]=[C:27]([C:25]2[O:24][N:23]=[C:22]([CH:20]([CH3:21])[CH2:12][C:11]3[N:7]([CH3:6])[C:8]([C:13]4[CH:18]=[CH:17][N:16]=[CH:15][CH:14]=4)=[N:9][N:10]=3)[N:26]=2)[CH:32]=[CH:31][CH:30]=1. The yield is 0.100. (3) The reactants are [C:1](O)(=O)/[C:2](=[C:4](\[CH:6]=[O:7])/[Br:5])/[Br:3].[F:10][C:11]1[CH:16]=[CH:15][C:14]([NH:17][NH2:18])=[CH:13][CH:12]=1.Cl. The catalyst is C(O)(=O)C. The product is [F:10][C:11]1[CH:16]=[CH:15][C:14]([N:17]2[C:6](=[O:7])[C:4]([Br:5])=[C:2]([Br:3])[CH:1]=[N:18]2)=[CH:13][CH:12]=1. The yield is 0.860. (4) The reactants are [C:1]([CH:5]1[CH2:14][CH2:13][C:12]2[N:11]=[C:10]3[S:15][C:16]([NH2:18])=[N:17][C:9]3=[CH:8][C:7]=2[CH2:6]1)([CH3:4])([CH3:3])[CH3:2].[C:19](OC(=O)C)(=[O:21])C.C(O)=O. The catalyst is C(Cl)Cl. The product is [C:1]([CH:5]1[CH2:14][CH2:13][C:12]2[N:11]=[C:10]3[S:15][C:16]([NH:18][CH:19]=[O:21])=[N:17][C:9]3=[CH:8][C:7]=2[CH2:6]1)([CH3:4])([CH3:2])[CH3:3]. The yield is 1.00. (5) The product is [CH2:17]([O:10][C:9]([C@H:6]1[CH2:5][CH2:4][C@H:3]([CH2:2][OH:1])[CH2:8][CH2:7]1)=[O:11])[CH3:18]. The reactants are [OH:1][CH2:2][C@H:3]1[CH2:8][CH2:7][C@H:6]([C:9]([OH:11])=[O:10])[CH2:5][CH2:4]1.S(=O)(=O)(O)O.[CH2:17](O)[CH3:18]. No catalyst specified. The yield is 0.981. (6) The catalyst is C1COCC1. The yield is 0.950. The product is [C:1]([C:3]1[C:11]2[C:6](=[CH:7][C:8]([C:12]([OH:14])=[O:13])=[CH:9][CH:10]=2)[N:5]([CH2:16][CH3:17])[CH:4]=1)#[N:2]. The reactants are [C:1]([C:3]1[C:11]2[C:6](=[CH:7][C:8]([C:12]([O:14]C)=[O:13])=[CH:9][CH:10]=2)[N:5]([CH2:16][CH3:17])[CH:4]=1)#[N:2].N1C2C(=CC=C(C(OC)=O)C=2)C=C1.[OH-].[Na+]. (7) The reactants are [NH2:1][C:2]1[CH:3]=[C:4]([CH:21]=[CH:22][CH:23]=1)[O:5][C:6]1[CH:7]=[CH:8][C:9]2[N:10]([CH:12]=[C:13]([NH:15][C:16]([CH:18]3[CH2:20][CH2:19]3)=[O:17])[N:14]=2)[N:11]=1.[C:24]([C:26]1([C:29]2[CH:30]=[C:31]([CH:35]=[CH:36][CH:37]=2)[C:32](O)=[O:33])[CH2:28][CH2:27]1)#[N:25].Cl.CN(C)CCCN=C=NCC.ON1C2C=CC=CC=2N=N1. The catalyst is CN(C)C=O. The product is [C:24]([C:26]1([C:29]2[CH:30]=[C:31]([CH:35]=[CH:36][CH:37]=2)[C:32]([NH:1][C:2]2[CH:23]=[CH:22][CH:21]=[C:4]([O:5][C:6]3[CH:7]=[CH:8][C:9]4[N:10]([CH:12]=[C:13]([NH:15][C:16]([CH:18]5[CH2:20][CH2:19]5)=[O:17])[N:14]=4)[N:11]=3)[CH:3]=2)=[O:33])[CH2:27][CH2:28]1)#[N:25]. The yield is 0.470. (8) The reactants are CN(C(ON1N=NC2C=CC=NC1=2)=[N+](C)C)C.F[P-](F)(F)(F)(F)F.[C:25]([O:29][C:30]([NH:32][C:33]1([C:48]([OH:50])=O)[CH2:38][CH2:37][N:36]([C:39]2[C:40]3[CH:47]=[CH:46][NH:45][C:41]=3[N:42]=[CH:43][N:44]=2)[CH2:35][CH2:34]1)=[O:31])([CH3:28])([CH3:27])[CH3:26].[Cl:51][C:52]1[CH:57]=[CH:56][C:55]([CH:58]([NH2:65])[CH2:59][N:60]2[CH:64]=[CH:63][CH:62]=[N:61]2)=[CH:54][CH:53]=1.C(N(CC)C(C)C)(C)C. The catalyst is CN1CCCC1=O. The product is [Cl:51][C:52]1[CH:57]=[CH:56][C:55]([CH:58]([NH:65][C:48]([C:33]2([NH:32][C:30](=[O:31])[O:29][C:25]([CH3:28])([CH3:27])[CH3:26])[CH2:34][CH2:35][N:36]([C:39]3[C:40]4[CH:47]=[CH:46][NH:45][C:41]=4[N:42]=[CH:43][N:44]=3)[CH2:37][CH2:38]2)=[O:50])[CH2:59][N:60]2[CH:64]=[CH:63][CH:62]=[N:61]2)=[CH:54][CH:53]=1. The yield is 0.760. (9) The reactants are [CH2:1]([NH:8][C:9]1[CH:14]=[C:13]([C:15]2[S:19][C:18]([NH2:20])=[N:17][C:16]=2[C:21]2[CH:26]=[CH:25][CH:24]=[C:23]([CH3:27])[CH:22]=2)[CH:12]=[CH:11][N:10]=1)[C:2]1[CH:7]=[CH:6][CH:5]=[CH:4][CH:3]=1.Cl.[C:29](Cl)(=[O:36])[C:30]1[CH:35]=[CH:34][CH:33]=[N:32][CH:31]=1.C(=O)([O-])O.[Na+]. The catalyst is CN(C)C1C=CN=CC=1.CN(C)C(=O)C. The product is [CH2:1]([NH:8][C:9]1[CH:14]=[C:13]([C:15]2[S:19][C:18]([NH:20][C:29](=[O:36])[C:30]3[CH:35]=[CH:34][CH:33]=[N:32][CH:31]=3)=[N:17][C:16]=2[C:21]2[CH:26]=[CH:25][CH:24]=[C:23]([CH3:27])[CH:22]=2)[CH:12]=[CH:11][N:10]=1)[C:2]1[CH:3]=[CH:4][CH:5]=[CH:6][CH:7]=1. The yield is 0.590.